This data is from Full USPTO retrosynthesis dataset with 1.9M reactions from patents (1976-2016). The task is: Predict the reactants needed to synthesize the given product. (1) Given the product [CH2:1]([C:7]1[CH:8]=[CH:9][C:10]([C:13]2[C:18]([C:19]3[CH:24]=[CH:23][CH:22]=[CH:21][CH:20]=3)=[CH:17][C:16]([CH2:25][NH:27][CH2:28][CH2:29][CH2:30][P:31](=[O:32])([OH:34])[OH:33])=[CH:15][CH:14]=2)=[N:11][CH:12]=1)[CH2:2][CH2:3][CH2:4][CH2:5][CH3:6], predict the reactants needed to synthesize it. The reactants are: [CH2:1]([C:7]1[CH:8]=[CH:9][C:10]([C:13]2[C:18]([C:19]3[CH:24]=[CH:23][CH:22]=[CH:21][CH:20]=3)=[CH:17][C:16]([CH:25]=O)=[CH:15][CH:14]=2)=[N:11][CH:12]=1)[CH2:2][CH2:3][CH2:4][CH2:5][CH3:6].[NH2:27][CH2:28][CH2:29][CH2:30][P:31](=[O:34])([OH:33])[OH:32].[OH-].C([N+](CCCC)(CCCC)CCCC)CCC.C([BH3-])#N.[Na+]. (2) Given the product [N:5]1[CH:6]=[CH:7][CH:2]=[CH:3][C:4]=1[C:11]1[N:12]=[C:13]([Cl:15])[CH:14]=[C:9]([Cl:8])[N:10]=1, predict the reactants needed to synthesize it. The reactants are: Br[C:2]1[CH:7]=[CH:6][N:5]=[CH:4][CH:3]=1.[Cl:8][C:9]1[CH:14]=[C:13]([Cl:15])[N:12]=[CH:11][N:10]=1.O.C(O)(=O)C.C(C1C(=O)C(Cl)=C(Cl)C(=O)C=1C#N)#N. (3) Given the product [C:1]1([C:7]2[N:12]=[C:11]([CH2:13][NH:24][CH2:25][CH2:26][CH2:27][P:28](=[O:29])([OH:31])[OH:30])[CH:10]=[CH:9][C:8]=2[C:15]2[CH:20]=[CH:19][C:18]([CH2:21][CH2:22][CH3:23])=[CH:17][CH:16]=2)[CH:6]=[CH:5][CH:4]=[CH:3][CH:2]=1, predict the reactants needed to synthesize it. The reactants are: [C:1]1([C:7]2[N:12]=[C:11]([CH:13]=O)[CH:10]=[CH:9][C:8]=2[C:15]2[CH:20]=[CH:19][C:18]([CH2:21][CH2:22][CH3:23])=[CH:17][CH:16]=2)[CH:6]=[CH:5][CH:4]=[CH:3][CH:2]=1.[NH2:24][CH2:25][CH2:26][CH2:27][P:28](=[O:31])([OH:30])[OH:29].[BH3-]C#N.[Na+]. (4) Given the product [F:1][C:2]1[CH:7]=[CH:6][CH:5]=[CH:4][C:3]=1[CH:8]1[C:17]([C:18]2[CH:19]=[CH:20][C:21]3[O:26][CH2:25][C:24](=[O:27])[NH:23][C:22]=3[CH:28]=2)=[CH:16][C:15]2[C:10](=[CH:11][C:12]([NH:33][CH2:32][CH2:30][OH:31])=[CH:13][CH:14]=2)[S:9]1, predict the reactants needed to synthesize it. The reactants are: [F:1][C:2]1[CH:7]=[CH:6][CH:5]=[CH:4][C:3]=1[CH:8]1[C:17]([C:18]2[CH:19]=[CH:20][C:21]3[O:26][CH2:25][C:24](=[O:27])[NH:23][C:22]=3[CH:28]=2)=[CH:16][C:15]2[C:10](=[CH:11][C:12](I)=[CH:13][CH:14]=2)[S:9]1.[CH2:30]([CH2:32][NH2:33])[OH:31]. (5) Given the product [CH:31]([C:2]1[CH:3]=[CH:4][C:5]([C:8]2[NH:9][C:10]([CH:13]([C:21]3[CH:22]=[CH:23][C:24]([S:27]([CH3:30])(=[O:28])=[O:29])=[CH:25][CH:26]=3)[CH2:14][CH:15]3[CH2:16][CH2:17][O:18][CH2:19][CH2:20]3)=[CH:11][CH:12]=2)=[N:6][CH:7]=1)=[CH2:32], predict the reactants needed to synthesize it. The reactants are: Br[C:2]1[CH:3]=[CH:4][C:5]([C:8]2[NH:9][C:10]([CH:13]([C:21]3[CH:26]=[CH:25][C:24]([S:27]([CH3:30])(=[O:29])=[O:28])=[CH:23][CH:22]=3)[CH2:14][CH:15]3[CH2:20][CH2:19][O:18][CH2:17][CH2:16]3)=[CH:11][CH:12]=2)=[N:6][CH:7]=1.[CH2:31]([Sn](CCCC)(CCCC)C=C)[CH2:32]CC. (6) Given the product [F:13][C:11]1[CH:10]=[N:9][C:7]2[N:8]=[C:3]([CH2:2][NH:1][C:32](=[O:33])[CH2:31][CH2:30][C:24]3[CH:29]=[CH:28][CH:27]=[CH:26][CH:25]=3)[NH:4][C:5](=[O:14])[C:6]=2[CH:12]=1, predict the reactants needed to synthesize it. The reactants are: [NH2:1][CH2:2][C:3]1[NH:4][C:5](=[O:14])[C:6]2[CH:12]=[C:11]([F:13])[CH:10]=[N:9][C:7]=2[N:8]=1.CCN(C(C)C)C(C)C.[C:24]1([CH2:30][CH2:31][C:32](Cl)=[O:33])[CH:29]=[CH:28][CH:27]=[CH:26][CH:25]=1. (7) Given the product [C:8](=[O:9])([O-:13])[O-:11].[CH3:8][N+:3]([CH2:6][CH3:7])([CH2:4][CH3:5])[CH2:1][CH3:2].[CH3:8][N+:3]([CH2:6][CH3:7])([CH2:4][CH3:5])[CH2:1][CH3:2], predict the reactants needed to synthesize it. The reactants are: [CH2:1]([N:3]([CH2:6][CH3:7])[CH2:4][CH3:5])[CH3:2].[C:8](=[O:13])([O:11]C)[O:9]C.